Dataset: Full USPTO retrosynthesis dataset with 1.9M reactions from patents (1976-2016). Task: Predict the reactants needed to synthesize the given product. (1) Given the product [C:22](=[O:23])([O:10][C:9]1[C:4]([CH:2]([CH3:1])[CH3:3])=[CH:5][CH:6]=[CH:7][C:8]=1[CH:11]([CH3:13])[CH3:12])[O:24][CH2:25][Cl:26], predict the reactants needed to synthesize it. The reactants are: [CH3:1][CH:2]([C:4]1[CH:5]=[CH:6][CH:7]=[C:8]([CH:11]([CH3:13])[CH3:12])[C:9]=1[OH:10])[CH3:3].C(N(CC)CC)C.Cl[C:22]([O:24][CH2:25][Cl:26])=[O:23]. (2) Given the product [C:3]1([C:7]([OH:9])=[O:8])([C:4]([OH:6])=[O:5])[CH2:10][CH2:11]1, predict the reactants needed to synthesize it. The reactants are: C([C:3]([CH2:10][CH3:11])([C:7]([O-:9])=[O:8])[C:4]([O-:6])=[O:5])C.BrCCBr.S(=O)(=O)(O)O. (3) Given the product [CH3:1][C:2]1[O:6][C:5]([C:7]2[CH:8]=[CH:9][CH:10]=[CH:11][CH:12]=2)=[N:4][C:3]=1[CH2:13][CH2:14][O:15][C:16]1[CH:17]=[C:18]([C:22]2[CH:27]=[CH:26][CH:25]=[C:24]([O:28][C:29]3([C:33]([OH:35])=[O:34])[CH2:30][CH2:31][CH2:32]3)[CH:23]=2)[CH:19]=[CH:20][CH:21]=1, predict the reactants needed to synthesize it. The reactants are: [CH3:1][C:2]1[O:6][C:5]([C:7]2[CH:12]=[CH:11][CH:10]=[CH:9][CH:8]=2)=[N:4][C:3]=1[CH2:13][CH2:14][O:15][C:16]1[CH:17]=[C:18]([C:22]2[CH:27]=[CH:26][CH:25]=[C:24]([O:28][C:29]3([C:33]([O:35]CC)=[O:34])[CH2:32][CH2:31][CH2:30]3)[CH:23]=2)[CH:19]=[CH:20][CH:21]=1.[OH-].[Li+].O.C(OCC)C. (4) Given the product [NH2:21][C:17]1[CH:16]=[CH:15][CH:14]=[C:13]2[C:18]=1[C:19](=[O:20])[CH:11]([C:9](=[O:10])[C:8]1[CH:25]=[CH:26][C:5]([O:4][CH2:3][CH2:2][Cl:1])=[CH:6][CH:7]=1)[C:12]2=[O:24], predict the reactants needed to synthesize it. The reactants are: [Cl:1][CH2:2][CH2:3][O:4][C:5]1[CH:26]=[CH:25][C:8]([C:9]([CH:11]2[C:19](=[O:20])[C:18]3[C:13](=[CH:14][CH:15]=[CH:16][C:17]=3[N+:21]([O-])=O)[C:12]2=[O:24])=[O:10])=[CH:7][CH:6]=1. (5) Given the product [CH3:18][NH:19][C:20]([C@@H:22]1[C@@H:26]([N:27]=[N+:28]=[N-:29])[C@@H:25]([OH:30])[C@H:24]([N:31]2[CH:39]=[N:38][C:37]3[C:32]2=[N:33][CH:34]=[N:35][C:36]=3[NH:43][CH2:41][C:10]2[C:9]([O:8][CH2:1][C:2]3[CH:3]=[CH:4][CH:5]=[CH:6][CH:7]=3)=[CH:14][CH:13]=[C:12]([CH3:15])[N:11]=2)[O:23]1)=[O:21], predict the reactants needed to synthesize it. The reactants are: [CH2:1]([O:8][C:9]1[C:10](NC)=[N:11][C:12]([CH3:15])=[CH:13][CH:14]=1)[C:2]1[CH:7]=[CH:6][CH:5]=[CH:4][CH:3]=1.[CH3:18][NH:19][C:20]([C@@H:22]1[C@@H:26]([N:27]=[N+:28]=[N-:29])[C@@H:25]([OH:30])[C@H:24]([N:31]2[CH:39]=[N:38][C:37]3[C:32]2=[N:33][CH:34]=[N:35][C:36]=3Cl)[O:23]1)=[O:21].[CH2:41]([N:43](CC)CC)C. (6) Given the product [CH2:46]([NH:45][C:44]([C:6]([C:4](=[O:5])[NH:3][CH2:1][CH3:2])([C:38]1[CH:39]=[CH:40][CH:41]=[CH:42][CH:43]=1)[CH2:7][O:8][C:9](=[O:37])[CH2:10][C:11]1[CH:16]=[CH:15][C:14]2[N:17]([C:18]([C:20]3[C:21]([C:26]4[CH:31]=[CH:30][C:29]([C:32]([F:34])([F:33])[F:35])=[CH:28][CH:27]=4)=[CH:22][CH:23]=[CH:24][CH:25]=3)=[O:19])[C:57](=[O:59])[O:36][C:13]=2[CH:12]=1)=[O:48])[CH3:47], predict the reactants needed to synthesize it. The reactants are: [CH2:1]([NH:3][C:4]([C:6]([C:44](=[O:48])[NH:45][CH2:46][CH3:47])([C:38]1[CH:43]=[CH:42][CH:41]=[CH:40][CH:39]=1)[CH2:7][O:8][C:9](=[O:37])[CH2:10][C:11]1[CH:16]=[CH:15][C:14]([NH:17][C:18]([C:20]2[C:21]([C:26]3[CH:31]=[CH:30][C:29]([C:32]([F:35])([F:34])[F:33])=[CH:28][CH:27]=3)=[CH:22][CH:23]=[CH:24][CH:25]=2)=[O:19])=[C:13]([OH:36])[CH:12]=1)=[O:5])[CH3:2].C(N(CC)CC)C.Cl[C:57](Cl)([O:59]C(=O)OC(Cl)(Cl)Cl)Cl. (7) Given the product [Br:11][C:12]1[CH:17]=[N:16][CH:15]=[C:14]([O:18][CH2:2][CH2:3][N:4]2[CH2:8][CH2:7][CH2:6][S:5]2(=[O:10])=[O:9])[CH:13]=1, predict the reactants needed to synthesize it. The reactants are: Cl[CH2:2][CH2:3][N:4]1[CH2:8][CH2:7][CH2:6][S:5]1(=[O:10])=[O:9].[Br:11][C:12]1[CH:13]=[C:14]([OH:18])[CH:15]=[N:16][CH:17]=1.C([O-])([O-])=O.[K+].[K+].C([O-])(O)=O.[Na+]. (8) Given the product [CH3:11][NH:12][C:13](=[O:14])[O:1][C:2]1[CH:7]=[CH:6][C:5]([C:8](=[O:10])[CH3:9])=[CH:4][CH:3]=1, predict the reactants needed to synthesize it. The reactants are: [OH:1][C:2]1[CH:7]=[CH:6][C:5]([C:8](=[O:10])[CH3:9])=[CH:4][CH:3]=1.[CH3:11][N:12]=[C:13]=[O:14].C(N(CC)CC)C. (9) Given the product [NH2:19][C:11]1[CH:12]=[CH:13][CH:14]=[C:15]2[C:10]=1[CH2:9][CH:4]([NH:1][C:51](=[O:52])[O:50][C:46]([CH3:49])([CH3:48])[CH3:47])[C:5](=[O:7])[NH:16]2, predict the reactants needed to synthesize it. The reactants are: [N:1]([CH:4]([CH2:9][C:10]1[C:15]([N+:16]([O-])=O)=[CH:14][CH:13]=[CH:12][C:11]=1[N+:19]([O-])=O)[C:5]([O:7]C)=O)=[N+]=[N-].C1COCC1.C1(P(C2C=CC=CC=2)C2C=CC=CC=2)C=CC=CC=1.[C:46]([O:50][C:51](O[C:51]([O:50][C:46]([CH3:49])([CH3:48])[CH3:47])=[O:52])=[O:52])([CH3:49])([CH3:48])[CH3:47].